This data is from Catalyst prediction with 721,799 reactions and 888 catalyst types from USPTO. The task is: Predict which catalyst facilitates the given reaction. (1) Reactant: [Cl:1][S:2]([C:5]1[CH:6]=[C:7]([CH:11]=[CH:12][CH:13]=1)[C:8](Cl)=[O:9])(=[O:4])=[O:3].N1C=CC=CC=1.ClCCl.[CH3:23][Si:24]([CH3:29])([CH3:28])[CH2:25][CH2:26][OH:27]. Product: [Cl:1][S:2]([C:5]1[CH:6]=[C:7]([CH:11]=[CH:12][CH:13]=1)[C:8]([O:27][CH2:26][CH2:25][Si:24]([CH3:29])([CH3:28])[CH3:23])=[O:9])(=[O:4])=[O:3]. The catalyst class is: 6. (2) Reactant: C[O:2][C:3]1[N:8]=[C:7]([O:9]C)[C:6]([C:11]2[CH:16]=[N:15][CH:14]=[CH:13][N:12]=2)=[CH:5][N:4]=1.[ClH:17]. Product: [ClH:17].[N:12]1[CH:13]=[CH:14][N:15]=[CH:16][C:11]=1[C:6]1[C:7](=[O:9])[NH:8][C:3](=[O:2])[NH:4][CH:5]=1. The catalyst class is: 12. (3) Reactant: [NH2:1][C:2]1[CH:3]=[C:4]([CH:8]=[CH:9][C:10]=1[CH2:11][CH3:12])[C:5]([OH:7])=O.[CH3:13][N:14]1[CH:18]=[C:17]([C:19]2[CH:24]=[CH:23][C:22]([CH:25]3[CH2:30][CH2:29][NH:28][CH2:27][CH2:26]3)=[CH:21][CH:20]=2)[CH:16]=[N:15]1.C(N(CC)C(C)C)(C)C.CN(C(ON1N=NC2C=CC=CC1=2)=[N+](C)C)C.F[P-](F)(F)(F)(F)F.C([O-])([O-])=O.[Na+].[Na+]. Product: [NH2:1][C:2]1[CH:3]=[C:4]([C:5]([N:28]2[CH2:27][CH2:26][CH:25]([C:22]3[CH:21]=[CH:20][C:19]([C:17]4[CH:16]=[N:15][N:14]([CH3:13])[CH:18]=4)=[CH:24][CH:23]=3)[CH2:30][CH2:29]2)=[O:7])[CH:8]=[CH:9][C:10]=1[CH2:11][CH3:12]. The catalyst class is: 2. (4) Reactant: [C:1]([C:4]1[CH:9]=[CH:8][CH:7]=[CH:6][N:5]=1)(=O)[CH3:2].[CH:10]1([NH2:13])[CH2:12][CH2:11]1.O1CCCC1.C([BH3-])#N. Product: [CH:10]1([NH:13][CH:1]([C:4]2[CH:9]=[CH:8][CH:7]=[CH:6][N:5]=2)[CH3:2])[CH2:12][CH2:11]1. The catalyst class is: 15. (5) Reactant: Cl.[Cl:2][C:3]1[CH:4]=[C:5]([N:10]2[C:15](=[O:16])[CH:14]=[C:13]([O:17][CH:18]3[CH2:23][CH2:22][NH:21][CH2:20][CH2:19]3)[C:12]([C:24]([OH:26])=[O:25])=[N:11]2)[CH:6]=[CH:7][C:8]=1[Cl:9].CCN(C(C)C)C(C)C.Cl[C:37]1[N:42]=[CH:41][C:40]([CH2:43][CH2:44][CH3:45])=[CH:39][N:38]=1.CCOC(C)=O. Product: [Cl:2][C:3]1[CH:4]=[C:5]([N:10]2[C:15](=[O:16])[CH:14]=[C:13]([O:17][CH:18]3[CH2:19][CH2:20][N:21]([C:37]4[N:42]=[CH:41][C:40]([CH2:43][CH2:44][CH3:45])=[CH:39][N:38]=4)[CH2:22][CH2:23]3)[C:12]([C:24]([OH:26])=[O:25])=[N:11]2)[CH:6]=[CH:7][C:8]=1[Cl:9]. The catalyst class is: 37. (6) Reactant: [C:1]1([OH:7])[CH:6]=[CH:5][CH:4]=[CH:3][CH:2]=1.C(=O)([O-])[O-].[Cs+].[Cs+].[Cl:14][C:15]1[C:16]([C:22]([NH:24][C:25]2[S:26][CH:27]=[C:28]([CH3:30])[N:29]=2)=[O:23])=[N:17][C:18](Cl)=[CH:19][CH:20]=1.[OH-].[Na+]. Product: [Cl:14][C:15]1[C:16]([C:22]([NH:24][C:25]2[S:26][CH:27]=[C:28]([CH3:30])[N:29]=2)=[O:23])=[N:17][C:18]([O:7][C:1]2[CH:6]=[CH:5][CH:4]=[CH:3][CH:2]=2)=[CH:19][CH:20]=1. The catalyst class is: 9. (7) Reactant: O.[Na+:2].[CH3:3][N:4]1[C:12]2[C:7](=[CH:8][C:9]([NH:13][C:14]([C:16]3[C:17]([C:22]4[CH:27]=[CH:26][C:25]([C:28]([F:31])([F:30])[F:29])=[CH:24][CH:23]=4)=[CH:18][CH:19]=[CH:20][CH:21]=3)=[O:15])=[CH:10][CH:11]=2)[CH:6]=[C:5]1[C:32]([O-:34])=[O:33].Cl.C([OH:38])C. Product: [OH2:15].[Na+:2].[CH3:3][N:4]1[C:12]2[C:7](=[CH:8][C:9]([NH:13][C:14]([C:16]3[C:17]([C:22]4[CH:27]=[CH:26][C:25]([C:28]([F:30])([F:31])[F:29])=[CH:24][CH:23]=4)=[CH:18][CH:19]=[CH:20][CH:21]=3)=[O:15])=[CH:10][CH:11]=2)[CH:6]=[C:5]1[C:32]([O-:34])=[O:33].[OH2:38].[CH3:3][N:4]1[C:12]2[C:7](=[CH:8][C:9]([NH:13][C:14]([C:16]3[C:17]([C:22]4[CH:27]=[CH:26][C:25]([C:28]([F:30])([F:31])[F:29])=[CH:24][CH:23]=4)=[CH:18][CH:19]=[CH:20][CH:21]=3)=[O:15])=[CH:10][CH:11]=2)[CH:6]=[C:5]1[C:32]([OH:34])=[O:33]. The catalyst class is: 6. (8) Reactant: [C:1]1([S:7]([CH2:10][C:11]2[C:16]([C:17]([O:19][CH3:20])=[O:18])=[C:15]([O:21][CH3:22])[C:14](B3OC(C)(C)C(C)(C)O3)=[CH:13][CH:12]=2)(=[O:9])=[O:8])[CH:6]=[CH:5][CH:4]=[CH:3][CH:2]=1.C(=O)([O-])[O-].[Cs+].[Cs+].Br[C:39]1[CH:40]=[N:41][S:42][CH:43]=1. Product: [C:1]1([S:7]([CH2:10][C:11]2[C:16]([C:17]([O:19][CH3:20])=[O:18])=[C:15]([O:21][CH3:22])[C:14]([C:39]3[CH:40]=[N:41][S:42][CH:43]=3)=[CH:13][CH:12]=2)(=[O:8])=[O:9])[CH:6]=[CH:5][CH:4]=[CH:3][CH:2]=1. The catalyst class is: 333.